From a dataset of Forward reaction prediction with 1.9M reactions from USPTO patents (1976-2016). Predict the product of the given reaction. (1) Given the reactants Cl.[Cl:2][C:3]1[CH:4]=[C:5]([NH:9]N)[CH:6]=[CH:7][CH:8]=1.C[O:12][C:13]1[CH:18]=[CH:17][C:16]([C:19](=O)[CH2:20][C:21]2[CH:26]=[CH:25][C:24]([O:27]C)=[CH:23][CH:22]=2)=[CH:15][CH:14]=1, predict the reaction product. The product is: [OH:12][C:13]1[CH:14]=[CH:15][C:16]([C:19]2[NH:9][C:5]3[C:6]([C:20]=2[C:21]2[CH:22]=[CH:23][C:24]([OH:27])=[CH:25][CH:26]=2)=[CH:7][CH:8]=[C:3]([Cl:2])[CH:4]=3)=[CH:17][CH:18]=1. (2) Given the reactants [CH2:1]([C:3]1([N+:15]([O-])=O)[CH:5]([C:6]2[CH:11]=[CH:10][C:9]([N+:12]([O-:14])=[O:13])=[CH:8][CH:7]=2)O1)[CH3:2].[NH2:18][C:19](=[NH:24])[NH:20][C:21](N)=[S:22], predict the reaction product. The product is: [CH2:1]([C:3]1[N:15]=[C:21]([NH:20][C:19]([NH2:24])=[NH:18])[S:22][C:5]=1[C:6]1[CH:11]=[CH:10][C:9]([N+:12]([O-:14])=[O:13])=[CH:8][CH:7]=1)[CH3:2]. (3) Given the reactants [CH:1]([N:14]1[CH2:17][CH:16]([O:18][C:19]2[C:31]([CH:32]3[CH2:34][CH2:33]3)=[CH:30][C:22]([C:23]([O:25]C(C)(C)C)=[O:24])=[C:21]([F:35])[CH:20]=2)[CH2:15]1)([C:8]1[CH:13]=[CH:12][CH:11]=[CH:10][CH:9]=1)[C:2]1[CH:7]=[CH:6][CH:5]=[CH:4][CH:3]=1, predict the reaction product. The product is: [CH:1]([N:14]1[CH2:15][CH:16]([O:18][C:19]2[C:31]([CH:32]3[CH2:33][CH2:34]3)=[CH:30][C:22]([C:23]([OH:25])=[O:24])=[C:21]([F:35])[CH:20]=2)[CH2:17]1)([C:8]1[CH:13]=[CH:12][CH:11]=[CH:10][CH:9]=1)[C:2]1[CH:3]=[CH:4][CH:5]=[CH:6][CH:7]=1. (4) The product is: [CH3:1][N:2]1[C@@H:18]2[CH2:19][C:7]3[CH:8]=[CH:9][C:10]([O:22][CH3:23])=[C:11]4[O:12][C@H:13]5[C:14]([O:20][CH3:21])=[CH:15][CH2:16][C@@H:17]2[C@:5]5([C:6]=34)[CH2:4][CH2:3]1. Given the reactants [CH3:1][N:2]1[C@@H:18]2[CH2:19][C:7]3[CH:8]=[CH:9][C:10]([O:22][CH3:23])=[C:11]4[O:12][C@H:13]5[C:14]([O:20][CH3:21])=[CH:15][CH:16]=[C:17]2[C@:5]5([C:6]=34)[CH2:4][CH2:3]1.C(CN)O.O, predict the reaction product.